Dataset: Reaction yield outcomes from USPTO patents with 853,638 reactions. Task: Predict the reaction yield, written as a fraction of the theoretical maximum amount of product (1.0 means a 100% yield; for example, 0.34 means a 34% yield). (1) The reactants are [CH3:1][C:2]1([CH3:35])[C:15]2[CH:14]=[C:13]([C:16]3[CH:21]=[CH:20][C:19]([N:22]([C:29]4[CH:34]=[CH:33][CH:32]=[CH:31][CH:30]=4)[C:23]4[CH:28]=[CH:27][CH:26]=[CH:25][CH:24]=4)=[CH:18][CH:17]=3)[CH:12]=[CH:11][C:10]=2[NH:9][C:8]2[C:3]1=[CH:4][CH:5]=[CH:6][CH:7]=2.Br[C:37]1[CH:49]=[CH:48][C:47]2[C:46]3[C:41](=[CH:42][CH:43]=[CH:44][CH:45]=3)[C:40]([CH3:51])([CH3:50])[C:39]=2[CH:38]=1.C(=O)([O-])[O-].[K+].[K+].S(=O)(O)[O-].[Na+].CCCCCCCCCCCC. The catalyst is [Cu].CO.C1(C)C=CC=CC=1. The product is [CH3:50][C:40]1([CH3:51])[C:41]2[CH:42]=[C:43]([N:9]3[C:8]4[C:3](=[CH:4][CH:5]=[CH:6][CH:7]=4)[C:2]([CH3:35])([CH3:1])[C:15]4[CH:14]=[C:13]([C:16]5[CH:21]=[CH:20][C:19]([N:22]([C:23]6[CH:28]=[CH:27][CH:26]=[CH:25][CH:24]=6)[C:29]6[CH:34]=[CH:33][CH:32]=[CH:31][CH:30]=6)=[CH:18][CH:17]=5)[CH:12]=[CH:11][C:10]3=4)[CH:44]=[CH:45][C:46]=2[C:47]2[C:39]1=[CH:38][CH:37]=[CH:49][CH:48]=2. The yield is 0.330. (2) The reactants are [CH3:1][S:2](Cl)(=[O:4])=[O:3].[NH2:6][C:7]1[C:26]([C:27]2[CH:28]=[C:29]([CH:35]=[CH:36][CH:37]=2)[C:30]([O:32][CH2:33][CH3:34])=[O:31])=[CH:25][C:10]2[C:11]([C:21](=[O:24])[NH:22][CH3:23])=[C:12]([C:14]3[CH:19]=[CH:18][C:17]([F:20])=[CH:16][CH:15]=3)[O:13][C:9]=2[CH:8]=1. The catalyst is N1C=CC=CC=1. The product is [F:20][C:17]1[CH:18]=[CH:19][C:14]([C:12]2[O:13][C:9]3[CH:8]=[C:7]([NH:6][S:2]([CH3:1])(=[O:4])=[O:3])[C:26]([C:27]4[CH:28]=[C:29]([CH:35]=[CH:36][CH:37]=4)[C:30]([O:32][CH2:33][CH3:34])=[O:31])=[CH:25][C:10]=3[C:11]=2[C:21](=[O:24])[NH:22][CH3:23])=[CH:15][CH:16]=1. The yield is 0.610. (3) The reactants are [C:1]([C:5]1[O:9][N:8]=[C:7]([NH:10][C:11]([NH:13][C:14]2[CH:19]=[CH:18][CH:17]=[C:16]([O:20][C:21]3[C:30]4[C:25](=[CH:26][C:27]5[O:34][CH2:33][CH2:32][O:31][C:28]=5[CH:29]=4)[N:24]=[CH:23][N:22]=3)[CH:15]=2)=[O:12])[CH:6]=1)([CH3:4])([CH3:3])[CH3:2].[ClH:35].CCOCC. The catalyst is C(Cl)Cl.CO. The product is [ClH:35].[C:1]([C:5]1[O:9][N:8]=[C:7]([NH:10][C:11]([NH:13][C:14]2[CH:19]=[CH:18][CH:17]=[C:16]([O:20][C:21]3[C:30]4[C:25](=[CH:26][C:27]5[O:34][CH2:33][CH2:32][O:31][C:28]=5[CH:29]=4)[N:24]=[CH:23][N:22]=3)[CH:15]=2)=[O:12])[CH:6]=1)([CH3:4])([CH3:2])[CH3:3]. The yield is 0.350. (4) The reactants are CC1C=CC(S(O[CH2:12][CH:13]2[CH2:17][C:16]3[CH:18]=[CH:19][CH:20]=[C:21](Br)[C:15]=3[O:14]2)(=O)=O)=CC=1.[F:23][C:24]([F:35])([F:34])[C:25]1[CH:30]=[CH:29][CH:28]=[CH:27][C:26]=1B(O)O.C(=O)([O-])[O-].[K+].[K+].CC1C=CC(S(OCC2CC3C=CC=C(C4C=CC=CC=4C(F)(F)F)C=3O2)(=O)=O)=CC=1.S(C1C=CC(C)=CC=1)([O-])(=O)=O.[N-:84]=[N+]=[N-].[Na+].N(CC1CC2C=CC=C(C3C=CC=CC=3C(F)(F)F)C=2O1)=[N+]=[N-].[N-]=[N+]=[N-]. The catalyst is [Pd].CC1C=CC=CC=1[P](C1C=CC=CC=1C)([Pd](Cl)(Cl)[P](C1=C(C)C=CC=C1)(C1C=CC=CC=1C)C1C=CC=CC=1C)C1C=CC=CC=1C. The product is [F:23][C:24]([F:35])([F:34])[C:25]1[CH:30]=[CH:29][CH:28]=[CH:27][C:26]=1[C:21]1[C:15]2[O:14][CH:13]([CH2:12][NH2:84])[CH2:17][C:16]=2[CH:18]=[CH:19][CH:20]=1. The yield is 0.650. (5) The reactants are [CH3:1][O:2][C:3]1[CH:4]=[CH:5][C:6]2[N:12]3[CH:13]=[N:14][C:15]([C:16]([OH:18])=O)=[C:11]3[C@@H:10]3[CH2:19][CH2:20][CH2:21][N:9]3[C:8](=[O:22])[C:7]=2[CH:23]=1.S(Cl)(Cl)=O.[CH3:28][NH:29][CH3:30].CCN(CC)CC. The catalyst is C(Cl)Cl. The product is [CH3:28][N:29]([CH3:30])[C:16]([C:15]1[N:14]=[CH:13][N:12]2[C:6]3[CH:5]=[CH:4][C:3]([O:2][CH3:1])=[CH:23][C:7]=3[C:8](=[O:22])[N:9]3[CH2:21][CH2:20][CH2:19][C@H:10]3[C:11]=12)=[O:18]. The yield is 0.700. (6) The reactants are [CH2:1]([O:3][C:4]([CH2:6][N:7]1[C:12](=[O:13])[CH:11]=[CH:10][C:9]([C:14](Cl)=[O:15])=[CH:8]1)=[O:5])[CH3:2].[N:17]1[CH:22]=[CH:21][CH:20]=[C:19]([C:23]2[CH:27]=[C:26]([C:28]([F:31])([F:30])[F:29])[N:25]([C:32]3[N:37]=[CH:36][C:35]([NH2:38])=[CH:34][CH:33]=3)[N:24]=2)[CH:18]=1. The catalyst is N1C=CC=CC=1. The product is [CH2:1]([O:3][C:4](=[O:5])[CH2:6][N:7]1[CH:8]=[C:9]([C:14](=[O:15])[NH:38][C:35]2[CH:36]=[N:37][C:32]([N:25]3[C:26]([C:28]([F:30])([F:31])[F:29])=[CH:27][C:23]([C:19]4[CH:18]=[N:17][CH:22]=[CH:21][CH:20]=4)=[N:24]3)=[CH:33][CH:34]=2)[CH:10]=[CH:11][C:12]1=[O:13])[CH3:2]. The yield is 0.620. (7) The reactants are [Br:1][C:2]1[CH:3]=[CH:4][C:5]([I:11])=[C:6]([CH:10]=1)[C:7]([OH:9])=[O:8].CNN(NC)C1C=CN=CC=1.C(OC(O[C:26]([CH3:29])([CH3:28])[CH3:27])=O)(O[C:26]([CH3:29])([CH3:28])[CH3:27])=O.C(=O)([O-])O.[Na+]. The catalyst is O1CCCC1. The product is [C:26]([O:8][C:7](=[O:9])[C:6]1[CH:10]=[C:2]([Br:1])[CH:3]=[CH:4][C:5]=1[I:11])([CH3:29])([CH3:28])[CH3:27]. The yield is 0.350.